Task: Predict which catalyst facilitates the given reaction.. Dataset: Catalyst prediction with 721,799 reactions and 888 catalyst types from USPTO (1) Reactant: [NH2:1][C:2]1[CH:7]=[CH:6][C:5]([OH:8])=[CH:4][CH:3]=1.[H-].[Na+].[C:11]([O:15][C:16]([C:18]1[CH:23]=[C:22](Cl)[CH:21]=[CH:20][N:19]=1)=[O:17])([CH3:14])([CH3:13])[CH3:12]. Product: [C:11]([O:15][C:16]([C:18]1[CH:23]=[CH:22][C:21]([O:8][C:5]2[CH:6]=[CH:7][C:2]([NH2:1])=[CH:3][CH:4]=2)=[CH:20][N:19]=1)=[O:17])([CH3:14])([CH3:12])[CH3:13]. The catalyst class is: 3. (2) Reactant: [N:1]12[CH2:8][CH2:7][CH:4]([CH2:5][CH2:6]1)[C@@H:3]([O:9][C:10]1[N:15]=[CH:14][C:13]([C:16]3[CH:17]=[C:18]([CH:20]=[CH:21][CH:22]=3)[NH2:19])=[CH:12][N:11]=1)[CH2:2]2.[C:23]([OH:30])(=[O:29])/[CH:24]=[CH:25]/[C:26]([OH:28])=[O:27]. Product: [C:23]([OH:30])(=[O:29])/[CH:24]=[CH:25]/[C:26]([OH:28])=[O:27].[N:1]12[CH2:6][CH2:5][CH:4]([CH2:7][CH2:8]1)[C@@H:3]([O:9][C:10]1[N:15]=[CH:14][C:13]([C:16]3[CH:17]=[C:18]([CH:20]=[CH:21][CH:22]=3)[NH2:19])=[CH:12][N:11]=1)[CH2:2]2. The catalyst class is: 336. (3) Reactant: [CH3:1][CH2:2][NH:3][C@@H:4]1[C:11]2[CH:12]=[C:13]([S:15]([NH2:18])(=[O:17])=[O:16])[S:14][C:10]=2[S:7](=[O:9])(=[O:8])[C@@H:6]([CH3:19])[CH2:5]1.[C@:20]12([CH2:30][S:31]([OH:34])(=[O:33])=[O:32])[C:27]([CH3:29])([CH3:28])[CH:24]([CH2:25][CH2:26]1)[CH2:23][C:21]2=[O:22]. Product: [CH3:1][CH2:2][NH:3][C@@H:4]1[C:11]2[CH:12]=[C:13]([S:15]([NH2:18])(=[O:17])=[O:16])[S:14][C:10]=2[S:7](=[O:8])(=[O:9])[C@@H:6]([CH3:19])[CH2:5]1.[C:20]12([CH2:30][S:31]([O-:34])(=[O:32])=[O:33])[C:27]([CH3:29])([CH3:28])[CH:24]([CH2:25][CH2:26]1)[CH2:23][C:21]2=[O:22]. The catalyst class is: 378. (4) Reactant: [CH2:1]([O:4][C@H:5]1[CH2:13][C:12]2[C:7](=[CH:8][C:9]([O:14][CH3:15])=[CH:10][CH:11]=2)[C@H:6]1[NH:16]C(=O)C(F)(F)F)[CH:2]=[CH2:3].C(=O)([O-])[O-].[K+].[K+]. The catalyst class is: 5. Product: [CH2:1]([O:4][C@H:5]1[CH2:13][C:12]2[C:7](=[CH:8][C:9]([O:14][CH3:15])=[CH:10][CH:11]=2)[C@H:6]1[NH2:16])[CH:2]=[CH2:3]. (5) Reactant: [NH2:1][CH2:2][CH2:3][N:4]1[C:12]2[CH:11]=[CH:10][CH:9]=[CH:8][C:7]=2[C:6]2[CH2:13][CH2:14][N:15]([C:18]([O:20][C:21]([CH3:24])([CH3:23])[CH3:22])=[O:19])[CH2:16][CH2:17][C:5]1=2.C(N(C(C)C)CC)(C)C.[C:34](Cl)(=[O:41])[C:35]1[CH:40]=[CH:39][CH:38]=[CH:37][CH:36]=1.C(O)(=O)CC(CC(O)=O)(C(O)=O)O. Product: [C:34]([NH:1][CH2:2][CH2:3][N:4]1[C:12]2[CH:11]=[CH:10][CH:9]=[CH:8][C:7]=2[C:6]2[CH2:13][CH2:14][N:15]([C:18]([O:20][C:21]([CH3:24])([CH3:23])[CH3:22])=[O:19])[CH2:16][CH2:17][C:5]1=2)(=[O:41])[C:35]1[CH:40]=[CH:39][CH:38]=[CH:37][CH:36]=1. The catalyst class is: 1.